This data is from Full USPTO retrosynthesis dataset with 1.9M reactions from patents (1976-2016). The task is: Predict the reactants needed to synthesize the given product. (1) Given the product [Cl:2][C:3]1[CH:4]=[C:5]2[C:11]([C:12]3[N:17]=[C:16]([NH:18][C@H:19]4[CH2:24][CH2:23][CH2:22][N:21]([C:60]([O:62][CH3:63])=[O:61])[CH2:20]4)[C:15]([F:25])=[CH:14][N:13]=3)=[CH:10][NH:9][C:6]2=[N:7][CH:8]=1, predict the reactants needed to synthesize it. The reactants are: Cl.[Cl:2][C:3]1[CH:4]=[C:5]2[C:11]([C:12]3[N:17]=[C:16]([NH:18][C@H:19]4[CH2:24][CH2:23][CH2:22][NH:21][CH2:20]4)[C:15]([F:25])=[CH:14][N:13]=3)=[CH:10][NH:9][C:6]2=[N:7][CH:8]=1.ClC1C=C2C(C3N=C(N[C@H]4CCCNC4)C(F)=CN=3)=CNC2=NC=1.C(N(C(C)C)CC)(C)C.Cl[C:60]([O:62][CH3:63])=[O:61]. (2) Given the product [C:23]([C:15]1[CH:14]=[C:13]([C:12]2[N:8]([C:5]3[CH:6]=[CH:7][C:2]([NH:1][S:44]([CH3:43])(=[O:46])=[O:45])=[CH:3][CH:4]=3)[N:9]=[C:10]([C:27]3[CH:28]=[CH:29][C:30]([C:31]([O:33][CH3:34])=[O:32])=[CH:35][CH:36]=3)[CH:11]=2)[CH:18]=[C:17]([C:19]([CH3:20])([CH3:21])[CH3:22])[CH:16]=1)([CH3:26])([CH3:25])[CH3:24], predict the reactants needed to synthesize it. The reactants are: [NH2:1][C:2]1[CH:7]=[CH:6][C:5]([N:8]2[C:12]([C:13]3[CH:18]=[C:17]([C:19]([CH3:22])([CH3:21])[CH3:20])[CH:16]=[C:15]([C:23]([CH3:26])([CH3:25])[CH3:24])[CH:14]=3)=[CH:11][C:10]([C:27]3[CH:36]=[CH:35][C:30]([C:31]([O:33][CH3:34])=[O:32])=[CH:29][CH:28]=3)=[N:9]2)=[CH:4][CH:3]=1.N1C=CC=CC=1.[CH3:43][S:44](Cl)(=[O:46])=[O:45].